From a dataset of Forward reaction prediction with 1.9M reactions from USPTO patents (1976-2016). Predict the product of the given reaction. (1) Given the reactants Cl.[CH3:2][C:3]1[CH:8]=[CH:7][C:6]([C:9]2[N:13]=[C:12]([CH2:14][NH:15][CH3:16])[O:11][N:10]=2)=[CH:5][C:4]=1[NH:17][C:18]([C:20]1[N:24]2[CH:25]=[CH:26][CH:27]=[CH:28][C:23]2=[N:22][CH:21]=1)=[O:19].[CH3:29][S:30](Cl)(=[O:32])=[O:31], predict the reaction product. The product is: [CH3:2][C:3]1[CH:8]=[CH:7][C:6]([C:9]2[N:13]=[C:12]([CH2:14][N:15]([CH3:16])[S:30]([CH3:29])(=[O:32])=[O:31])[O:11][N:10]=2)=[CH:5][C:4]=1[NH:17][C:18]([C:20]1[N:24]2[CH:25]=[CH:26][CH:27]=[CH:28][C:23]2=[N:22][CH:21]=1)=[O:19]. (2) Given the reactants C1(C(=[N:14][CH:15]([CH2:23][CH2:24][C:25]([F:28])([F:27])[F:26])[C:16]([O:18]C(C)(C)C)=[O:17])C2C=CC=CC=2)C=CC=CC=1.[ClH:29], predict the reaction product. The product is: [ClH:29].[NH2:14][CH:15]([CH2:23][CH2:24][C:25]([F:26])([F:27])[F:28])[C:16]([OH:18])=[O:17]. (3) Given the reactants [NH2:1][C@@H:2]([CH2:15][C@H:16]1[CH2:21][CH2:20][CH2:19][O:18][CH2:17]1)[CH2:3][N:4]([CH3:14])[C:5](=[O:13])[O:6][CH2:7][CH2:8][Si:9]([CH3:12])([CH3:11])[CH3:10].CCN(C(C)C)C(C)C.C1N=CN([C:36]([N:38]2[CH:42]=N[CH:40]=[CH:39]2)=[O:37])C=1.[Cl:43][C:44]1[CH:45]=[C:46]([C@@H:50]([C@@H:59]2CCCN[CH2:60]2)[O:51][CH2:52][CH2:53][NH:54][C:55](=[O:58])[O:56][CH3:57])[CH:47]=[CH:48][CH:49]=1.C(O)(C(F)(F)F)=O, predict the reaction product. The product is: [Cl:43][C:44]1[CH:45]=[C:46]([C@@H:50]([C@@H:59]2[CH2:60][CH2:40][CH2:39][N:38]([C:36](=[O:37])[NH:1][C@@H:2]([CH2:15][C@H:16]3[CH2:21][CH2:20][CH2:19][O:18][CH2:17]3)[CH2:3][N:4]([C:5]([O:6][CH2:7][CH2:8][Si:9]([CH3:12])([CH3:11])[CH3:10])=[O:13])[CH3:14])[CH2:42]2)[O:51][CH2:52][CH2:53][NH:54][C:55](=[O:58])[O:56][CH3:57])[CH:47]=[CH:48][CH:49]=1. (4) Given the reactants [N:1]([C@H:4]([CH3:30])[CH2:5][CH2:6][CH2:7][CH2:8][N:9]1[C:18](=[O:19])[C:17]2[NH:16][C:15]([CH2:20][NH:21][C:22]([O:24][C:25]([CH3:28])([CH3:27])[CH3:26])=[O:23])=[N:14][C:13]=2[N:12]([CH3:29])[C:10]1=[O:11])=[N+]=[N-].[H][H], predict the reaction product. The product is: [NH2:1][C@H:4]([CH3:30])[CH2:5][CH2:6][CH2:7][CH2:8][N:9]1[C:18](=[O:19])[C:17]2[NH:16][C:15]([CH2:20][NH:21][C:22]([O:24][C:25]([CH3:27])([CH3:26])[CH3:28])=[O:23])=[N:14][C:13]=2[N:12]([CH3:29])[C:10]1=[O:11]. (5) Given the reactants C([O:5][C:6]([N:8]1[CH2:12][CH2:11][CH2:10][CH:9]1[C:13]1[NH:14][C:15]([C:18]2[CH:27]=[CH:26][C:25]3[C:20](=[CH:21][CH:22]=[C:23]([C:28]4[CH:33]=[CH:32][C:31]([C:34]5[NH:35][C:36]([CH:39]6[CH:44]7[CH2:45][CH:41]([CH2:42][CH2:43]7)[N:40]6[C:46](=[O:59])[CH:47]([NH:54][C:55]([O:57][CH3:58])=[O:56])[CH:48]6[CH2:53][CH2:52][O:51][CH2:50][CH2:49]6)=[N:37][CH:38]=5)=[CH:30][CH:29]=4)[CH:24]=3)[CH:19]=2)=[CH:16][N:17]=1)=O)(C)(C)C.Cl.[CH3:61][O:62][C:63]([NH:65][CH:66]([C:70]1[CH:75]=[CH:74][CH:73]=[CH:72][CH:71]=1)C(O)=O)=[O:64].CCN(C(C)C)C(C)C.CCOC(C(C#N)=NOC(N1CCOCC1)=[N+](C)C)=O.F[P-](F)(F)(F)(F)F, predict the reaction product. The product is: [CH3:58][O:57][C:55](=[O:56])[NH:54][CH:47]([CH:48]1[CH2:53][CH2:52][O:51][CH2:50][CH2:49]1)[C:46]([N:40]1[CH:39]([C:36]2[NH:35][C:34]([C:31]3[CH:30]=[CH:29][C:28]([C:23]4[CH:22]=[CH:21][C:20]5[C:25](=[CH:26][CH:27]=[C:18]([C:15]6[NH:14][C:13]([CH:9]7[CH2:10][CH2:11][CH2:12][N:8]7[C:6](=[O:5])[CH:66]([NH:65][C:63]([O:62][CH3:61])=[O:64])[C:70]7[CH:75]=[CH:74][CH:73]=[CH:72][CH:71]=7)=[N:17][CH:16]=6)[CH:19]=5)[CH:24]=4)=[CH:33][CH:32]=3)=[CH:38][N:37]=2)[CH:44]2[CH2:43][CH:42]1[CH2:41][CH2:45]2)=[O:59].